From a dataset of Catalyst prediction with 721,799 reactions and 888 catalyst types from USPTO. Predict which catalyst facilitates the given reaction. (1) Product: [I:13][C:7]1[C:8]([CH3:12])=[CH:9][CH:10]=[C:11]2[C:6]=1[CH:5]=[CH:4][N:3]=[C:2]2[O:22][C:18]1[CH:19]=[CH:20][CH:21]=[C:16]([C:15]([F:14])([F:23])[F:24])[CH:17]=1. The catalyst class is: 69. Reactant: Cl[C:2]1[C:11]2[C:6](=[C:7]([I:13])[C:8]([CH3:12])=[CH:9][CH:10]=2)[CH:5]=[CH:4][N:3]=1.[F:14][C:15]([F:24])([F:23])[C:16]1[CH:17]=[C:18]([OH:22])[CH:19]=[CH:20][CH:21]=1.C(=O)([O-])[O-].[Cs+].[Cs+].CS(C)=O. (2) Reactant: [OH:1][CH2:2][CH:3]([CH2:5][OH:6])[OH:4].[C:7]([OH:20])(=[O:19])[CH2:8][CH2:9][CH2:10][CH2:11][CH2:12][CH2:13][CH2:14][CH2:15][C:16]([OH:18])=[O:17]. Product: [OH:1][CH2:2][CH:3]([CH2:5][OH:6])[OH:4].[C:7]([O-:20])(=[O:19])[CH2:8][CH2:9][CH2:10][CH2:11][CH2:12][CH2:13][CH2:14][CH2:15][C:16]([O-:18])=[O:17]. The catalyst class is: 11. (3) Reactant: [CH:1]1([C:4]2[N:5]=[CH:6][C:7]([O:10][C@H:11]3[CH2:19][N:14]4[CH2:15][CH2:16][NH:17][CH2:18][C@@H:13]4[CH2:12]3)=[N:8][CH:9]=2)[CH2:3][CH2:2]1.Br[C:21]1[CH:26]=[CH:25][C:24]([CH2:27][C:28]([OH:30])=O)=[CH:23][C:22]=1[C:31]([F:34])([F:33])[F:32].[CH2:35]([N:37]=C=NCCCN(C)C)C.O.OC1C2N=NNC=2C=CC=1.C(N(C(C)C)CC)(C)C.[Cu]C#N. Product: [CH:1]1([C:4]2[N:5]=[CH:6][C:7]([O:10][C@H:11]3[CH2:19][N:14]4[CH2:15][CH2:16][N:17]([C:28](=[O:30])[CH2:27][C:24]5[CH:25]=[CH:26][C:21]([C:35]#[N:37])=[C:22]([C:31]([F:34])([F:33])[F:32])[CH:23]=5)[CH2:18][C@@H:13]4[CH2:12]3)=[N:8][CH:9]=2)[CH2:3][CH2:2]1. The catalyst class is: 4. (4) Reactant: [C:1]([O:5][C:6]([N:8]1[CH2:13][CH2:12][N:11]([C:14]([O:16][C:17]([CH3:20])([CH3:19])[CH3:18])=[O:15])[CH2:10][CH:9]1[C:21]1[CH:26]=[CH:25][C:24]([N+:27]([O-])=O)=[CH:23][CH:22]=1)=[O:7])([CH3:4])([CH3:3])[CH3:2]. Product: [C:1]([O:5][C:6]([N:8]1[CH2:13][CH2:12][N:11]([C:14]([O:16][C:17]([CH3:20])([CH3:19])[CH3:18])=[O:15])[CH2:10][CH:9]1[C:21]1[CH:26]=[CH:25][C:24]([NH2:27])=[CH:23][CH:22]=1)=[O:7])([CH3:2])([CH3:3])[CH3:4]. The catalyst class is: 465. (5) Reactant: Br[C:2]1[CH:10]=[CH:9][C:8]2[C:4](=[CH:5][N:6]([C:11]3[CH:16]=[CH:15][C:14]([F:17])=[CH:13][CH:12]=3)[N:7]=2)[CH:3]=1.[I-:18].[Na+].CNCCNC. Product: [I:18][C:2]1[CH:10]=[CH:9][C:8]2[C:4](=[CH:5][N:6]([C:11]3[CH:16]=[CH:15][C:14]([F:17])=[CH:13][CH:12]=3)[N:7]=2)[CH:3]=1. The catalyst class is: 185. (6) Reactant: [F:1][C:2]1[CH:7]=[CH:6][C:5]([C:8]2O[C:11]([CH2:13][N:14]([CH2:27][C:28]([F:31])([F:30])[F:29])[C:15]3[CH:22]=[CH:21][C:18]([C:19]#[N:20])=[C:17]([C:23]([F:26])([F:25])[F:24])[CH:16]=3)=[N:10][N:9]=2)=[CH:4][CH:3]=1.[CH2:32]([NH2:39])[C:33]1[CH:38]=[CH:37][CH:36]=[CH:35][CH:34]=1.[Mg+2].[Cl-].[Cl-]. Product: [F:1][C:2]1[CH:7]=[CH:6][C:5]([C:8]2[N:39]([CH2:32][C:33]3[CH:38]=[CH:37][CH:36]=[CH:35][CH:34]=3)[C:11]([CH2:13][N:14]([CH2:27][C:28]([F:31])([F:30])[F:29])[C:15]3[CH:22]=[CH:21][C:18]([C:19]#[N:20])=[C:17]([C:23]([F:26])([F:25])[F:24])[CH:16]=3)=[N:10][N:9]=2)=[CH:4][CH:3]=1. The catalyst class is: 11. (7) Reactant: [F:1][C:2]1[CH:3]=[C:4]([CH:16]=[C:17]([F:19])[CH:18]=1)[CH2:5][O:6][C@@H:7]([C@@H:12]([CH3:15])[CH2:13][CH3:14])[C:8](OC)=[O:9]. Product: [F:1][C:2]1[CH:3]=[C:4]([CH:16]=[C:17]([F:19])[CH:18]=1)[CH2:5][O:6][C@@H:7]([C@@H:12]([CH3:15])[CH2:13][CH3:14])[CH:8]=[O:9]. The catalyst class is: 2. (8) Reactant: [CH3:1][C:2]1[CH:3]=[C:4]2[C:10]([C:11]3[C:16]([C:17]#[N:18])=[CH:15][N:14]=[C:13](S(C)(=O)=O)[N:12]=3)=[CH:9][N:8]([S:23]([C:26]3[CH:32]=[CH:31][C:29]([CH3:30])=[CH:28][CH:27]=3)(=[O:25])=[O:24])[C:5]2=[N:6][CH:7]=1.[NH2:33][CH:34]([CH:37]([CH3:39])[CH3:38])[CH2:35][OH:36].C(N(C(C)C)CC)(C)C. Product: [OH:36][CH2:35][C@H:34]([NH:33][C:13]1[N:12]=[C:11]([C:10]2[C:4]3[C:5](=[N:6][CH:7]=[C:2]([CH3:1])[CH:3]=3)[N:8]([S:23]([C:26]3[CH:32]=[CH:31][C:29]([CH3:30])=[CH:28][CH:27]=3)(=[O:25])=[O:24])[CH:9]=2)[C:16]([C:17]#[N:18])=[CH:15][N:14]=1)[CH:37]([CH3:39])[CH3:38]. The catalyst class is: 1. (9) Reactant: [CH2:1]([OH:4])[CH2:2][OH:3].N1C=CC=CC=1.[CH:11]1[C:20]2[C:15](=[CH:16][CH:17]=[CH:18][CH:19]=2)[CH:14]=[CH:13][C:12]=1[C:21](Cl)=[O:22]. Product: [OH:3][CH2:2][CH2:1][O:4][C:21]([C:12]1[CH:13]=[CH:14][C:15]2[C:20](=[CH:19][CH:18]=[CH:17][CH:16]=2)[CH:11]=1)=[O:22]. The catalyst class is: 2. (10) Reactant: [Cl:1][C:2]1[C:3]([OH:40])=[C:4]([S:9]([N:12]([CH2:26][C:27]2[CH:32]=[CH:31][C:30]([C:33]3[CH:38]=[CH:37][C:36]([F:39])=[CH:35][CH:34]=3)=[CH:29][CH:28]=2)[CH2:13][C:14]2[CH:19]=[CH:18][CH:17]=[C:16]([CH2:20][NH:21][CH2:22][CH:23]([CH3:25])[CH3:24])[CH:15]=2)(=[O:11])=[O:10])[CH:5]=[C:6]([Cl:8])[CH:7]=1.CCN(C(C)C)C(C)C.[N:50]1([C:56]2[CH:64]=[CH:63][C:59]([C:60]([OH:62])=O)=[CH:58][N:57]=2)[CH2:55][CH2:54][CH2:53][CH2:52][CH2:51]1.CCN=C=NCCCN(C)C.C1C=CC2N(O)N=NC=2C=1. Product: [Cl:1][C:2]1[C:3]([OH:40])=[C:4]([S:9]([N:12]([CH2:13][C:14]2[CH:15]=[C:16]([CH:17]=[CH:18][CH:19]=2)[CH2:20][N:21]([CH2:22][CH:23]([CH3:25])[CH3:24])[C:60](=[O:62])[C:59]2[CH:63]=[CH:64][C:56]([N:50]3[CH2:51][CH2:52][CH2:53][CH2:54][CH2:55]3)=[N:57][CH:58]=2)[CH2:26][C:27]2[CH:28]=[CH:29][C:30]([C:33]3[CH:34]=[CH:35][C:36]([F:39])=[CH:37][CH:38]=3)=[CH:31][CH:32]=2)(=[O:11])=[O:10])[CH:5]=[C:6]([Cl:8])[CH:7]=1. The catalyst class is: 115.